From a dataset of Peptide-MHC class II binding affinity with 134,281 pairs from IEDB. Regression. Given a peptide amino acid sequence and an MHC pseudo amino acid sequence, predict their binding affinity value. This is MHC class II binding data. (1) The peptide sequence is DYIDAYVSRLLDD. The MHC is HLA-DPA10201-DPB10101 with pseudo-sequence HLA-DPA10201-DPB10101. The binding affinity (normalized) is 0.342. (2) The peptide sequence is MFFVKNPTDTGHGTV. The MHC is HLA-DQA10501-DQB10303 with pseudo-sequence HLA-DQA10501-DQB10303. The binding affinity (normalized) is 0.279. (3) The peptide sequence is LKLREVYTQLCDHRL. The MHC is DRB1_1101 with pseudo-sequence DRB1_1101. The binding affinity (normalized) is 0.217.